The task is: Predict the reactants needed to synthesize the given product.. This data is from Full USPTO retrosynthesis dataset with 1.9M reactions from patents (1976-2016). (1) The reactants are: [CH2:1]([O:8][C:9]([N:11]1[CH2:16][C@H:15]([O:17][CH2:18][C:19]2[CH:20]=[CH:21][C:22]3[O:27][CH2:26][CH2:25][N:24]([CH2:28][CH2:29][CH2:30][O:31][CH3:32])[C:23]=3[CH:33]=2)[C@@H:14]([C:34]2[CH:39]=[CH:38][C:37]([O:40][CH3:41])=[CH:36][CH:35]=2)[C@H:13]([O:42][CH2:43][C@@H:44](OS(C)(=O)=O)[CH3:45])[CH2:12]1)=[O:10])[C:2]1[CH:7]=[CH:6][CH:5]=[CH:4][CH:3]=1.[CH2:51]([NH2:53])[CH3:52]. Given the product [CH2:1]([O:8][C:9]([N:11]1[CH2:16][C@H:15]([O:17][CH2:18][C:19]2[CH:20]=[CH:21][C:22]3[O:27][CH2:26][CH2:25][N:24]([CH2:28][CH2:29][CH2:30][O:31][CH3:32])[C:23]=3[CH:33]=2)[C@@H:14]([C:34]2[CH:39]=[CH:38][C:37]([O:40][CH3:41])=[CH:36][CH:35]=2)[C@H:13]([O:42][CH2:43][C@H:44]([NH:53][CH2:51][CH3:52])[CH3:45])[CH2:12]1)=[O:10])[C:2]1[CH:7]=[CH:6][CH:5]=[CH:4][CH:3]=1, predict the reactants needed to synthesize it. (2) Given the product [CH2:22]([O:21][C:19](=[O:20])[CH2:18][CH2:17][CH2:16][O:14][C:11]1[CH:12]=[CH:13][C:8]([C:5]2[CH:4]=[CH:3][C:2]([Br:1])=[CH:7][CH:6]=2)=[CH:9][CH:10]=1)[CH3:23], predict the reactants needed to synthesize it. The reactants are: [Br:1][C:2]1[CH:7]=[CH:6][C:5]([C:8]2[CH:13]=[CH:12][C:11]([OH:14])=[CH:10][CH:9]=2)=[CH:4][CH:3]=1.Br[CH2:16][CH2:17][CH2:18][C:19]([O:21][CH2:22][CH3:23])=[O:20].C([O-])([O-])=O.[K+].[K+].Cl.